From a dataset of Catalyst prediction with 721,799 reactions and 888 catalyst types from USPTO. Predict which catalyst facilitates the given reaction. (1) Reactant: [Br:1][C:2]1[CH:7]=[CH:6][C:5]([NH:8][C:9]2[C:10]([C:26]([OH:28])=O)=[CH:11][C:12]3[N:16]([CH2:17][CH:18]4[CH2:23][CH2:22][CH2:21][CH2:20][O:19]4)[CH:15]=[N:14][C:13]=3[C:24]=2[F:25])=[C:4]([Cl:29])[CH:3]=1.C1C=CC2N(O)N=NC=2C=1.C(N(CC)CC)C.[CH:47]([O:49][CH2:50][CH2:51][O:52][NH2:53])=[CH2:48].CCN=C=NCCCN(C)C. Product: [CH:47]([O:49][CH2:50][CH2:51][O:52][NH:53][C:26]([C:10]1[C:9]([NH:8][C:5]2[CH:6]=[CH:7][C:2]([Br:1])=[CH:3][C:4]=2[Cl:29])=[C:24]([F:25])[C:13]2[N:14]=[CH:15][N:16]([CH2:17][CH:18]3[CH2:23][CH2:22][CH2:21][CH2:20][O:19]3)[C:12]=2[CH:11]=1)=[O:28])=[CH2:48]. The catalyst class is: 288. (2) Reactant: [CH:1]1[C:13]2[NH:12][C:11]3[C:6](=[CH:7][CH:8]=[CH:9][CH:10]=3)[C:5]=2[CH:4]=[CH:3][CH:2]=1.Br[C:15]1[CH:20]=[CH:19][CH:18]=[CH:17][CH:16]=1.[O-]CCCC.[Na+].C(P(C(C)(C)C)C(C)(C)C)(C)(C)C. Product: [C:15]1([N:12]2[C:11]3[CH:10]=[CH:9][CH:8]=[CH:7][C:6]=3[C:5]3[C:13]2=[CH:1][CH:2]=[CH:3][CH:4]=3)[CH:20]=[CH:19][CH:18]=[CH:17][CH:16]=1. The catalyst class is: 487. (3) Reactant: [Br-].[Cl:2][C:3]1[CH:8]=[CH:7][C:6]([C:9]([C:12]2[N:16]([C:17]3[CH:22]=[CH:21][C:20]([F:23])=[CH:19][CH:18]=3)[C:15]([S:24][CH2:25][C:26]3[C:31]([F:32])=[CH:30][C:29]([S:33]([N:36]([CH2:43][CH2:44][CH2:45][N+:46]45[CH2:53][CH2:52][N:49]([CH2:50][CH2:51]4)[CH2:48][CH2:47]5)[C@H:37]([CH3:42])[C:38]([O:40]C)=[O:39])(=[O:35])=[O:34])=[CH:28][C:27]=3[F:54])=[N:14][CH:13]=2)([CH3:11])[CH3:10])=[CH:5][C:4]=1[O:55][CH3:56].[Li+].[OH-]. Product: [Cl-:2].[C:38]([C@H:37]([N:36]([CH2:43][CH2:44][CH2:45][N+:46]12[CH2:47][CH2:48][N:49]([CH2:50][CH2:51]1)[CH2:52][CH2:53]2)[S:33]([C:29]1[CH:28]=[C:27]([F:54])[C:26]([CH2:25][S:24][C:15]2[N:16]([C:17]3[CH:18]=[CH:19][C:20]([F:23])=[CH:21][CH:22]=3)[C:12]([C:9]([C:6]3[CH:7]=[CH:8][C:3]([Cl:2])=[C:4]([O:55][CH3:56])[CH:5]=3)([CH3:10])[CH3:11])=[CH:13][N:14]=2)=[C:31]([F:32])[CH:30]=1)(=[O:34])=[O:35])[CH3:42])([OH:40])=[O:39]. The catalyst class is: 23. (4) Reactant: [CH3:1][O:2][C:3]([C:5]1[CH:6]=[CH:7][CH:8]=[C:9]2[C:14]=1[NH:13][CH:12]([C:15]1[CH:16]=[C:17]([CH:21]=[CH:22][CH:23]=1)[C:18]([OH:20])=O)[C:11]([CH3:25])([CH3:24])[CH2:10]2)=[O:4].ON1C2C=CC=CC=2N=N1.[CH3:36][N:37]([CH3:46])[CH2:38][CH2:39][CH2:40][N:41]=C=NCC.Cl.CN1CCOCC1.CN1CCC(N)C1. Product: [CH3:25][C:11]1([CH3:24])[CH2:10][C:9]2[C:14](=[C:5]([C:3]([O:2][CH3:1])=[O:4])[CH:6]=[CH:7][CH:8]=2)[NH:13][CH:12]1[C:15]1[CH:23]=[CH:22][CH:21]=[C:17]([C:18](=[O:20])[NH:41][CH:40]2[CH2:39][CH2:38][N:37]([CH3:36])[CH2:46]2)[CH:16]=1. The catalyst class is: 4. (5) Reactant: [CH:1]1([C:4]([N:6]2[C:15]3[C:10](=[C:11]([O:16]C)[CH:12]=[CH:13][CH:14]=3)[CH2:9][CH2:8][C@@H:7]2[CH3:18])=[O:5])[CH2:3][CH2:2]1.[B]. Product: [CH:1]1([C:4]([N:6]2[C:15]3[CH:14]=[CH:13][CH:12]=[C:11]([OH:16])[C:10]=3[CH2:9][CH2:8][C@@H:7]2[CH3:18])=[O:5])[CH2:2][CH2:3]1. The catalyst class is: 4. (6) Reactant: [CH3:1][C:2]1[CH:3]=[C:4]([N:19]2[CH:23]=[C:22]([C:24]3[CH2:29][CH2:28][CH:27]([C:30]([O:32]CC)=[O:31])[CH2:26][CH:25]=3)[N:21]=[CH:20]2)[CH:5]=[C:6]([NH:8][C:9]2[N:14]=[C:13]([C:15]([F:18])([F:17])[F:16])[CH:12]=[CH:11][N:10]=2)[CH:7]=1.[OH-].[Na+].Cl. Product: [CH3:1][C:2]1[CH:3]=[C:4]([N:19]2[CH:23]=[C:22]([C:24]3[CH2:29][CH2:28][CH:27]([C:30]([OH:32])=[O:31])[CH2:26][CH:25]=3)[N:21]=[CH:20]2)[CH:5]=[C:6]([NH:8][C:9]2[N:14]=[C:13]([C:15]([F:18])([F:16])[F:17])[CH:12]=[CH:11][N:10]=2)[CH:7]=1. The catalyst class is: 24. (7) Reactant: [NH2:1][C:2]1[CH:7]=[C:6]([O:8]C)[CH:5]=[CH:4][C:3]=1[C:10]1[O:11][C:12]2[C:17]([C:18](=[O:20])[CH:19]=1)=[CH:16][CH:15]=[CH:14][CH:13]=2.I.C(O)(=O)C. Product: [NH2:1][C:2]1[CH:7]=[C:6]([OH:8])[CH:5]=[CH:4][C:3]=1[C:10]1[O:11][C:12]2[C:17]([C:18](=[O:20])[CH:19]=1)=[CH:16][CH:15]=[CH:14][CH:13]=2. The catalyst class is: 6.